From a dataset of Forward reaction prediction with 1.9M reactions from USPTO patents (1976-2016). Predict the product of the given reaction. Given the reactants [CH3:1][O:2][CH:3]1[CH2:8][CH2:7][CH:6]([OH:9])[CH2:5][CH2:4]1.[Cr](Cl)([O-])(=O)=O.[NH+]1C=CC=CC=1, predict the reaction product. The product is: [CH3:1][O:2][CH:3]1[CH2:8][CH2:7][C:6](=[O:9])[CH2:5][CH2:4]1.